From a dataset of hERG Central: cardiac toxicity at 1µM, 10µM, and general inhibition. Predict hERG channel inhibition at various concentrations. The compound is COc1cc(OC)cc(C(=O)N2CCN(C(=O)COc3ccc4ccccc4c3)CC2)c1. Results: hERG_inhib (hERG inhibition (general)): blocker.